Predict the reactants needed to synthesize the given product. From a dataset of Full USPTO retrosynthesis dataset with 1.9M reactions from patents (1976-2016). (1) The reactants are: [F:1][C:2]1[CH:7]=[CH:6][C:5]([N:8]2[CH2:13][CH2:12][N:11]([S:14]([C:17]3[CH:22]=[CH:21][CH:20]=[C:19]([O:23]C)[CH:18]=3)(=[O:16])=[O:15])[C@H:10]([CH3:25])[CH2:9]2)=[C:4]([C:26]([F:29])([F:28])[F:27])[CH:3]=1.CC(C)=O.C(=O)=O.B(Br)(Br)Br. Given the product [F:1][C:2]1[CH:7]=[CH:6][C:5]([N:8]2[CH2:13][CH2:12][N:11]([S:14]([C:17]3[CH:18]=[C:19]([OH:23])[CH:20]=[CH:21][CH:22]=3)(=[O:16])=[O:15])[C@H:10]([CH3:25])[CH2:9]2)=[C:4]([C:26]([F:27])([F:28])[F:29])[CH:3]=1, predict the reactants needed to synthesize it. (2) Given the product [F:25][C:22]1[CH:21]=[C:20]([F:26])[CH:19]=[CH:24][C:23]=1[C:56]1([CH2:57][CH3:58])[O:29][CH2:28][CH:27]([OH:30])[CH2:55]1, predict the reactants needed to synthesize it. The reactants are: C1([Se][Se]C2C=CC=CC=2)C=CC=CC=1.C=C([C:19]1[CH:24]=[CH:23][C:22]([F:25])=[CH:21][C:20]=1[F:26])CC.[C:27](OC(C)C)(=[O:30])[CH2:28][OH:29].[H-].C([Al+]CC(C)C)C(C)C.Cl.[CH2:55]([SnH]([CH2:55][CH2:56][CH2:57][CH3:58])[CH2:55][CH2:56][CH2:57][CH3:58])[CH2:56][CH2:57][CH3:58].N(C(C)(C)C#N)=NC(C)(C)C#N. (3) Given the product [OH:1][C:2]1[C:12]([NH:13][C:14]2[C:17](=[O:18])[C:16](=[O:19])[C:15]=2[NH:20][C@@H:21]([C@H:24]2[CH2:28][CH2:27][C@H:26]([CH3:29])[O:25]2)[CH2:22][CH3:23])=[CH:11][CH:10]=[CH:9][C:3]=1[C:4]([N:6]([CH3:8])[CH3:7])=[O:5], predict the reactants needed to synthesize it. The reactants are: [OH:1][C:2]1[C:12]([NH:13][C:14]2[C:17](=[O:18])[C:16](=[O:19])[C:15]=2[NH:20][C@@H:21]([CH:24]2[CH2:28][CH2:27][CH:26]([CH3:29])[O:25]2)[CH2:22][CH3:23])=[CH:11][CH:10]=[CH:9][C:3]=1[C:4]([N:6]([CH3:8])[CH3:7])=[O:5]. (4) Given the product [CH2:1]([O:3][C:4]([N:6]1[CH2:15][C:16](=[O:18])[C:13]2[CH:12]=[C:11]([CH3:14])[O:10][C:9]=2[CH2:8][CH2:7]1)=[O:5])[CH3:2], predict the reactants needed to synthesize it. The reactants are: [CH2:1]([O:3][C:4]([N:6]([CH2:15][C:16]([OH:18])=O)[CH2:7][CH2:8][C:9]1[O:10][C:11]([CH3:14])=[CH:12][CH:13]=1)=[O:5])[CH3:2].S(Cl)(Cl)=O.[Cl-].[Al+3].[Cl-].[Cl-]. (5) Given the product [CH3:26][C:27]1[N:28]([CH2:1][CH:2]2[C:14](=[O:15])[C:13]3[C:12]4[C:7](=[CH:8][CH:9]=[CH:10][CH:11]=4)[N:6]([CH2:16][CH2:17][CH2:18][CH2:19][CH2:20][C:21]([O:23][CH2:24][CH3:25])=[O:22])[C:5]=3[CH2:4][CH2:3]2)[CH:29]=[CH:30][N:31]=1, predict the reactants needed to synthesize it. The reactants are: [CH2:1]=[C:2]1[C:14](=[O:15])[C:13]2[C:12]3[C:7](=[CH:8][CH:9]=[CH:10][CH:11]=3)[N:6]([CH2:16][CH2:17][CH2:18][CH2:19][CH2:20][C:21]([O:23][CH2:24][CH3:25])=[O:22])[C:5]=2[CH2:4][CH2:3]1.[CH3:26][C:27]1[NH:28][CH:29]=[CH:30][N:31]=1. (6) Given the product [CH2:1]([O:8][CH2:9][C:10]1[C:11]([O:24][CH3:25])=[N:12][CH:13]=[CH:14][C:15]=1[C:16](=[O:17])[CH2:22][CH3:23])[C:2]1[CH:3]=[CH:4][CH:5]=[CH:6][CH:7]=1, predict the reactants needed to synthesize it. The reactants are: [CH2:1]([O:8][CH2:9][C:10]1[C:11]([O:24][CH3:25])=[N:12][CH:13]=[CH:14][C:15]=1[C:16]1([CH2:22][CH3:23])OCCC[O:17]1)[C:2]1[CH:7]=[CH:6][CH:5]=[CH:4][CH:3]=1.O.C1(C)C=CC(S(O)(=O)=O)=CC=1.CCCCCCC. (7) Given the product [Cl:15][C:11]1[C:12]([CH3:14])=[CH:13][C:8]2[N:7]=[C:19]([C:20]3[CH:25]=[CH:24][CH:23]=[C:22]([C:26]4[CH:31]=[CH:30][N:29]=[C:28]([CH2:32][OH:33])[CH:27]=4)[CH:21]=3)[CH2:18][C:17](=[O:41])[NH:16][C:9]=2[CH:10]=1, predict the reactants needed to synthesize it. The reactants are: C(OC(=O)[NH:7][C:8]1[CH:13]=[C:12]([CH3:14])[C:11]([Cl:15])=[CH:10][C:9]=1[NH:16][C:17](=[O:41])[CH2:18][C:19](=O)[C:20]1[CH:25]=[CH:24][CH:23]=[C:22]([C:26]2[CH:31]=[CH:30][N:29]=[C:28]([CH2:32][O:33]C3CCCCO3)[CH:27]=2)[CH:21]=1)(C)(C)C.C(O)(C(F)(F)F)=O. (8) Given the product [O:9]1[CH:13]=[CH:12][C:11]([C:2]2[CH:8]=[CH:7][CH:6]=[CH:5][C:3]=2[NH2:4])=[CH:10]1, predict the reactants needed to synthesize it. The reactants are: Br[C:2]1[CH:8]=[CH:7][CH:6]=[CH:5][C:3]=1[NH2:4].[O:9]1[CH:13]=[CH:12][C:11](B(O)O)=[CH:10]1.C([O-])([O-])=O.[Na+].[Na+].C([O-])(O)=O.[Na+].